Dataset: Catalyst prediction with 721,799 reactions and 888 catalyst types from USPTO. Task: Predict which catalyst facilitates the given reaction. Reactant: [Br:1][CH2:2][C:3](Br)=[O:4].[CH3:6][NH:7][C:8]1[CH:13]=[CH:12][CH:11]=[CH:10][C:9]=1[C:14](=[O:16])[CH3:15].[OH-].[Na+]. Product: [C:14]([C:9]1[CH:10]=[CH:11][CH:12]=[CH:13][C:8]=1[N:7]([CH3:6])[C:3](=[O:4])[CH2:2][Br:1])(=[O:16])[CH3:15]. The catalyst class is: 4.